Dataset: Reaction yield outcomes from USPTO patents with 853,638 reactions. Task: Predict the reaction yield, written as a fraction of the theoretical maximum amount of product (1.0 means a 100% yield; for example, 0.34 means a 34% yield). (1) The reactants are [OH:1][CH:2]([C:46]1[CH:51]=[CH:50][CH:49]=[CH:48][CH:47]=1)[CH2:3][CH2:4][CH:5]1[C:8](=[O:9])[N:7]([C:10]2[CH:15]=[CH:14][C:13]([NH:16][C:17](=[O:37])[CH2:18][CH2:19][CH2:20][CH2:21][NH:22][C:23](=[O:36])[CH:24]([NH2:35])[CH2:25][C:26]3[CH:31]=[CH:30][C:29]([N:32]=[N+:33]=[N-:34])=[CH:28][CH:27]=3)=[CH:12][CH:11]=2)[CH:6]1[C:38]1[CH:43]=[CH:42][C:41]([O:44][CH3:45])=[CH:40][CH:39]=1.[C:52](C1CC(=O)N(O)C1=O)(=[O:66])[CH2:53][CH2:54][CH2:55][CH2:56][C@H:57]1[C@@H:65]2[C@@H:60]([NH:61][C:62]([NH:64]2)=[O:63])[CH2:59][S:58]1. The catalyst is CN(C)C=O. The product is [N:32]([C:29]1[CH:30]=[CH:31][C:26]([CH2:25][CH:24]([NH:35][C:52](=[O:66])[CH2:53][CH2:54][CH2:55][CH2:56][CH:57]2[CH:65]3[NH:64][C:62](=[O:63])[NH:61][CH:60]3[CH2:59][S:58]2)[C:23](=[O:36])[NH:22][CH2:21][CH2:20][CH2:19][CH2:18][C:17](=[O:37])[NH:16][C:13]2[CH:12]=[CH:11][C:10]([N:7]3[C:8](=[O:9])[CH:5]([CH2:4][CH2:3][CH:2]([OH:1])[C:46]4[CH:47]=[CH:48][CH:49]=[CH:50][CH:51]=4)[CH:6]3[C:38]3[CH:39]=[CH:40][C:41]([O:44][CH3:45])=[CH:42][CH:43]=3)=[CH:15][CH:14]=2)=[CH:27][CH:28]=1)=[N+:33]=[N-:34]. The yield is 0.550. (2) The reactants are Cl.[CH3:2][O:3][C:4](=[O:9])[CH:5]([CH2:7][OH:8])[NH2:6].CCN(CC)CC.[CH3:17][O:18][C:19]1[CH:24]=[CH:23][C:22]([S:25](Cl)(=[O:27])=[O:26])=[CH:21][CH:20]=1. The catalyst is ClCCl.CN(C)C1C=CN=CC=1. The product is [OH:8][CH2:7][CH:5]([NH:6][S:25]([C:22]1[CH:21]=[CH:20][C:19]([O:18][CH3:17])=[CH:24][CH:23]=1)(=[O:27])=[O:26])[C:4]([O:3][CH3:2])=[O:9]. The yield is 0.970. (3) The reactants are I.[NH:2]1[CH2:7][CH2:6][CH2:5][N:4]=[C:3]1[NH:8][NH2:9].Cl.[C:11](Cl)(=O)[C:12]1[CH:17]=[CH:16][N:15]=[CH:14][CH:13]=1. The catalyst is N1C=CC=CC=1.C([O-])([O-])=O.[K+].[K+]. The product is [N:15]1[CH:16]=[CH:17][C:12]([C:11]2[N:4]3[CH2:5][CH2:6][CH2:7][NH:2][C:3]3=[N:8][N:9]=2)=[CH:13][CH:14]=1. The yield is 0.180. (4) The reactants are Br[C:2]1[S:6][C:5]([S:7]([NH:10][C:11]2[CH:16]=[CH:15][CH:14]=[C:13]([C:17]3[NH:21][N:20]=[N:19][N:18]=3)[CH:12]=2)(=[O:9])=[O:8])=[CH:4][CH:3]=1.[F:22][C:23]1[CH:28]=[C:27]([F:29])[CH:26]=[CH:25][C:24]=1B(O)O. No catalyst specified. The product is [F:22][C:23]1[CH:28]=[C:27]([F:29])[CH:26]=[CH:25][C:24]=1[C:2]1[S:6][C:5]([S:7]([NH:10][C:11]2[CH:16]=[CH:15][CH:14]=[C:13]([C:17]3[NH:21][N:20]=[N:19][N:18]=3)[CH:12]=2)(=[O:9])=[O:8])=[CH:4][CH:3]=1. The yield is 0.330. (5) The reactants are [Br:1][C:2]1[CH:7]=[CH:6][C:5]([C:8]2[C:12]3[CH:13]=[CH:14][C:15]([O:17][CH2:18][C:19](N(OC)C)=[O:20])=[CH:16][C:11]=3[S:10][N:9]=2)=[CH:4][CH:3]=1.[CH3:25][Mg]Br.[NH4+].[Cl-]. The catalyst is C1COCC1. The product is [Br:1][C:2]1[CH:7]=[CH:6][C:5]([C:8]2[C:12]3[CH:13]=[CH:14][C:15]([O:17][CH2:18][C:19](=[O:20])[CH3:25])=[CH:16][C:11]=3[S:10][N:9]=2)=[CH:4][CH:3]=1. The yield is 0.530. (6) The reactants are [C:1]1([C:23]2[CH:28]=[CH:27][CH:26]=[CH:25][CH:24]=2)[C:2]([C:7]([C:9]2[S:13][C:12]3[CH:14]=[CH:15][CH:16]=[CH:17][C:11]=3[C:10]=2[CH2:18][C:19]([O:21]C)=[O:20])=[O:8])=[CH:3][CH:4]=[CH:5][CH:6]=1.[OH-].[K+].O. The catalyst is C1COCC1.CO. The product is [C:1]1([C:23]2[CH:28]=[CH:27][CH:26]=[CH:25][CH:24]=2)[C:2]([C:7]([C:9]2[S:13][C:12]3[CH:14]=[CH:15][CH:16]=[CH:17][C:11]=3[C:10]=2[CH2:18][C:19]([OH:21])=[O:20])=[O:8])=[CH:3][CH:4]=[CH:5][CH:6]=1. The yield is 0.710. (7) The reactants are [CH2:1]([C@H:3]1[O:8][C@@H:7]([CH2:9][CH3:10])[CH2:6][N:5]([C:11]2[CH:18]=[CH:17][C:16]([N+:19]([O-:21])=[O:20])=[CH:15][C:12]=2[CH:13]=O)[CH2:4]1)[CH3:2].[NH:22]1[C:29](=[O:30])[CH2:28][C:26](=[O:27])[NH:25][C:23]1=[O:24]. The catalyst is CO. The product is [CH2:9]([C@H:7]1[O:8][C@@H:3]([CH2:1][CH3:2])[C@@H:4]2[C:28]3([CH2:13][C:12]4[C:11]([N:5]2[CH2:6]1)=[CH:18][CH:17]=[C:16]([N+:19]([O-:21])=[O:20])[CH:15]=4)[C:26](=[O:27])[NH:25][C:23](=[O:24])[NH:22][C:29]3=[O:30])[CH3:10]. The yield is 0.480. (8) The reactants are [Cl:1][C:2]1[CH:7]=[C:6]([C:8]2[CH:9]=[N:10][CH:11]=[CH:12][CH:13]=2)[CH:5]=[CH:4][C:3]=1[C:14]1[S:18][C:17]([NH2:19])=[N:16][CH:15]=1.[Br:20][C:21]1[O:25][C:24]([C:26](O)=[O:27])=[CH:23][CH:22]=1.CCN(C(C)C)C(C)C. The catalyst is CN(C=O)C. The product is [Cl:1][C:2]1[CH:7]=[C:6]([C:8]2[CH:9]=[N:10][CH:11]=[CH:12][CH:13]=2)[CH:5]=[CH:4][C:3]=1[C:14]1[S:18][C:17]([NH:19][C:26]([C:24]2[O:25][C:21]([Br:20])=[CH:22][CH:23]=2)=[O:27])=[N:16][CH:15]=1. The yield is 0.400.